This data is from CYP2C19 inhibition data for predicting drug metabolism from PubChem BioAssay. The task is: Regression/Classification. Given a drug SMILES string, predict its absorption, distribution, metabolism, or excretion properties. Task type varies by dataset: regression for continuous measurements (e.g., permeability, clearance, half-life) or binary classification for categorical outcomes (e.g., BBB penetration, CYP inhibition). Dataset: cyp2c19_veith. The compound is CN1CCCN=C1/C=C\c1cccc(O)c1.O=C(O)c1cc2ccccc2c(Cc2cc3ccccc3c(C(=O)O)c2O)c1O. The result is 0 (non-inhibitor).